Dataset: Catalyst prediction with 721,799 reactions and 888 catalyst types from USPTO. Task: Predict which catalyst facilitates the given reaction. (1) Reactant: [C:1]([N:4]1[C:13]2[C:8](=[CH:9][C:10]([C:14]3[CH:22]=[CH:21][C:17]([C:18]([OH:20])=O)=[CH:16][CH:15]=3)=[CH:11][CH:12]=2)[C@H:7]([NH:23][C:24]2[CH:29]=[CH:28][CH:27]=[CH:26][N:25]=2)[CH2:6][C@@H:5]1[CH3:30])(=[O:3])[CH3:2].CN(C(ON1N=NC2C=CC=NC1=2)=[N+](C)C)C.F[P-](F)(F)(F)(F)F.CCN(C(C)C)C(C)C.[NH2:64][CH:65]([CH2:68][OH:69])[CH2:66][OH:67]. Product: [C:1]([N:4]1[C:13]2[C:8](=[CH:9][C:10]([C:14]3[CH:15]=[CH:16][C:17]([C:18]([NH:64][CH:65]([CH2:68][OH:69])[CH2:66][OH:67])=[O:20])=[CH:21][CH:22]=3)=[CH:11][CH:12]=2)[C@H:7]([NH:23][C:24]2[CH:29]=[CH:28][CH:27]=[CH:26][N:25]=2)[CH2:6][C@@H:5]1[CH3:30])(=[O:3])[CH3:2]. The catalyst class is: 3. (2) Reactant: [CH3:1][C:2]1[CH:3]=[C:4]([C:8](=[O:10])[CH3:9])[N:5]=[N:6][CH:7]=1.[CH3:11][Mg]Br.C(OCC)C.C(O)(=O)CC(CC(O)=O)(C(O)=O)O. Product: [CH3:1][C:2]1[CH:3]=[C:4]([C:8]([OH:10])([CH3:11])[CH3:9])[N:5]=[N:6][CH:7]=1. The catalyst class is: 1. (3) Reactant: [NH2:1][CH2:2][C@@H:3]([OH:20])[C@@H:4]([NH:12][C:13](=[O:19])[O:14][C:15]([CH3:18])([CH3:17])[CH3:16])[CH2:5][C:6]1[CH:11]=[CH:10][CH:9]=[CH:8][CH:7]=1.[OH:21][C:22]([C:25]1[CH:26]=[C:27]([CH:30]=[CH:31][CH:32]=1)[CH:28]=O)([CH3:24])[CH3:23].[BH-](OC(C)=O)(OC(C)=O)OC(C)=O.[Na+]. Product: [OH:20][C@H:3]([CH2:2][NH:1][CH2:28][C:27]1[CH:30]=[CH:31][CH:32]=[C:25]([C:22]([OH:21])([CH3:23])[CH3:24])[CH:26]=1)[C@@H:4]([NH:12][C:13](=[O:19])[O:14][C:15]([CH3:17])([CH3:16])[CH3:18])[CH2:5][C:6]1[CH:11]=[CH:10][CH:9]=[CH:8][CH:7]=1. The catalyst class is: 49. (4) Reactant: [CH3:1][O:2][C:3]1[CH:16]=[CH:15][C:6]([CH2:7][O:8][CH2:9][CH2:10][C@H:11]([OH:14])[CH2:12][OH:13])=[CH:5][CH:4]=1.[C:17](Cl)([C:30]1[CH:35]=[CH:34][CH:33]=[CH:32][CH:31]=1)([C:24]1[CH:29]=[CH:28][CH:27]=[CH:26][CH:25]=1)[C:18]1[CH:23]=[CH:22][CH:21]=[CH:20][CH:19]=1. Product: [C:17]([O:13][CH2:12][C@@H:11]([OH:14])[CH2:10][CH2:9][O:8][CH2:7][C:6]1[CH:5]=[CH:4][C:3]([O:2][CH3:1])=[CH:16][CH:15]=1)([C:18]1[CH:23]=[CH:22][CH:21]=[CH:20][CH:19]=1)([C:30]1[CH:31]=[CH:32][CH:33]=[CH:34][CH:35]=1)[C:24]1[CH:25]=[CH:26][CH:27]=[CH:28][CH:29]=1. The catalyst class is: 17. (5) Reactant: [Cl:1][C:2]1[CH:10]=[C:9]([Cl:11])[CH:8]=[CH:7][C:3]=1[C:4]([NH2:6])=[S:5].Cl[CH:13]([C:19]([CH3:21])=O)[C:14]([O:16][CH2:17][CH3:18])=[O:15]. Product: [Cl:1][C:2]1[CH:10]=[C:9]([Cl:11])[CH:8]=[CH:7][C:3]=1[C:4]1[S:5][C:13]([C:14]([O:16][CH2:17][CH3:18])=[O:15])=[C:19]([CH3:21])[N:6]=1. The catalyst class is: 8. (6) Reactant: [N+:1]([C:4]1[CH:5]=[CH:6][C:7]([NH:23][CH:24]2[CH2:29][CH2:28]S[CH2:26][CH2:25]2)=[C:8]([CH:22]=1)[C:9]([NH:11][CH2:12][C:13]1[CH:21]=[CH:20][C:16]2[O:17][CH2:18][O:19][C:15]=2[CH:14]=1)=[O:10])([O-:3])=[O:2].ClC1C=CC=C(C(OO)=O)C=1.[S:41]([O-:45])([O-])(=[O:43])=S.[Na+].[Na+].C(=O)(O)[O-].[Na+]. Product: [O:43]=[S:41]1(=[O:45])[CH2:28][CH2:29][CH:24]([NH:23][C:7]2[CH:6]=[CH:5][C:4]([N+:1]([O-:3])=[O:2])=[CH:22][C:8]=2[C:9]([NH:11][CH2:12][C:13]2[CH:21]=[CH:20][C:16]3[O:17][CH2:18][O:19][C:15]=3[CH:14]=2)=[O:10])[CH2:25][CH2:26]1. The catalyst class is: 4. (7) Reactant: C(OC([N:11]1[CH2:16][CH2:15][C:14]([F:18])([F:17])[CH2:13][C@@H:12]1[C:19]([NH:21][C@H:22]([C:24]1[CH:33]=[CH:32][C:27]([C:28]([O:30][CH3:31])=[O:29])=[CH:26][CH:25]=1)[CH3:23])=[O:20])=O)C1C=CC=CC=1. Product: [F:18][C:14]1([F:17])[CH2:15][CH2:16][NH:11][C@@H:12]([C:19]([NH:21][C@H:22]([C:24]2[CH:33]=[CH:32][C:27]([C:28]([O:30][CH3:31])=[O:29])=[CH:26][CH:25]=2)[CH3:23])=[O:20])[CH2:13]1. The catalyst class is: 19. (8) Reactant: [Cl:1][C:2]1[CH:7]=[CH:6][C:5]([CH2:8][N:9]2[CH2:14][CH2:13][N:12]([C:15]([O:17][CH:18]([C:23]([F:26])([F:25])[F:24])[C:19]([F:22])([F:21])[F:20])=[O:16])[CH2:11][CH2:10]2)=[C:4]([N:27]2[CH2:34][CH:33]3[CH:29]([CH2:30][NH:31][CH2:32]3)[CH2:28]2)[CH:3]=1.C(O[C:38]1(O[Si](C)(C)C)[CH2:40][CH2:39]1)C.C(O)(=O)C.C([BH3-])#N.[Na+]. Product: [Cl:1][C:2]1[CH:7]=[CH:6][C:5]([CH2:8][N:9]2[CH2:14][CH2:13][N:12]([C:15]([O:17][CH:18]([C:19]([F:22])([F:21])[F:20])[C:23]([F:26])([F:25])[F:24])=[O:16])[CH2:11][CH2:10]2)=[C:4]([N:27]2[CH2:34][CH:33]3[CH:29]([CH2:30][N:31]([CH:38]4[CH2:40][CH2:39]4)[CH2:32]3)[CH2:28]2)[CH:3]=1. The catalyst class is: 168. (9) Reactant: Cl.[OH:2][C:3]1[C:4]([O:24][CH3:25])=[C:5]([C:10](=[O:23])[CH2:11][NH:12][C:13]([CH3:22])([CH3:21])[CH2:14][C:15]2[CH:20]=[CH:19][CH:18]=[CH:17][CH:16]=2)[CH:6]=[CH:7][C:8]=1[OH:9]. Product: [CH3:22][C:13]([NH:12][CH2:11][CH:10]([C:5]1[C:4]([O:24][CH3:25])=[C:3]([OH:2])[C:8]([OH:9])=[CH:7][CH:6]=1)[OH:23])([CH3:21])[CH2:14][C:15]1[CH:16]=[CH:17][CH:18]=[CH:19][CH:20]=1. The catalyst class is: 603.